Dataset: Reaction yield outcomes from USPTO patents with 853,638 reactions. Task: Predict the reaction yield, written as a fraction of the theoretical maximum amount of product (1.0 means a 100% yield; for example, 0.34 means a 34% yield). The reactants are [Cl:1][C:2]1[N:3]=[C:4]2[C:9](=[CH:10][CH:11]=1)[N:8]=[CH:7][C:6]([C:12](=[O:14])[CH3:13])=[C:5]2[NH:15][C@H:16]1[CH2:21][CH2:20][C@H:19]([CH2:22][N:23]([CH3:25])[CH3:24])[CH2:18][CH2:17]1.[OH:26][C:27]1[CH:32]=[CH:31][C:30](B(O)O)=[CH:29][CH:28]=1.C1(N)C(F)=C(F)C(F)=C(N)C=1F.[ClH:48].Cl. No catalyst specified. The product is [ClH:1].[ClH:48].[CH3:24][N:23]([CH2:22][C@H:19]1[CH2:20][CH2:21][C@H:16]([NH:15][C:5]2[C:4]3[C:9](=[CH:10][CH:11]=[C:2]([C:30]4[CH:31]=[CH:32][C:27]([OH:26])=[CH:28][CH:29]=4)[N:3]=3)[N:8]=[CH:7][C:6]=2[C:12](=[O:14])[CH3:13])[CH2:17][CH2:18]1)[CH3:25]. The yield is 0.340.